From a dataset of Full USPTO retrosynthesis dataset with 1.9M reactions from patents (1976-2016). Predict the reactants needed to synthesize the given product. (1) Given the product [CH2:19]([N:16]1[C:12]2[C:13]3[CH2:14][CH2:15][NH:6][CH2:7][CH2:8][C:9]=3[S:10][C:11]=2[CH:18]=[CH:17]1)[CH3:20], predict the reactants needed to synthesize it. The reactants are: C(OC([N:6]1[CH2:15][CH2:14][C:13]2[C:12]3[N:16]([CH2:19][CH3:20])[CH:17]=[CH:18][C:11]=3[S:10][C:9]=2[CH2:8][CH2:7]1)=O)C.[OH-].[K+]. (2) Given the product [N+:16]([C:19]1[CH:20]=[C:21]2[C:25](=[CH:26][CH:27]=1)[N:24]([C:9]([O:11][C:12]([CH3:13])([CH3:14])[CH3:15])=[O:10])[CH:23]=[CH:22]2)([O-:18])=[O:17], predict the reactants needed to synthesize it. The reactants are: [C:9](O[C:9]([O:11][C:12]([CH3:15])([CH3:14])[CH3:13])=[O:10])([O:11][C:12]([CH3:15])([CH3:14])[CH3:13])=[O:10].[N+:16]([C:19]1[CH:20]=[C:21]2[C:25](=[CH:26][CH:27]=1)[NH:24][CH:23]=[CH:22]2)([O-:18])=[O:17]. (3) Given the product [CH:26]([OH:40])=[O:25].[NH2:11][C:12]1[N:17]=[CH:16][N:15]=[C:14]2[N:18]([CH:22]([C:24]3[O:25][C:26](=[O:40])[C:27]4[C:32]([C:33]=3[C:34]3[CH2:35][CH2:36][N:37]([C:71](=[O:72])[CH2:70][CH2:69][CH2:68][N:67]([CH3:74])[CH3:66])[CH2:38][CH:39]=3)=[CH:31][CH:30]=[CH:29][CH:28]=4)[CH3:23])[N:19]=[C:20]([I:21])[C:13]=12, predict the reactants needed to synthesize it. The reactants are: CCN(C(C)C)C(C)C.Cl.[NH2:11][C:12]1[N:17]=[CH:16][N:15]=[C:14]2[N:18]([CH:22]([C:24]3[O:25][C:26](=[O:40])[C:27]4[C:32]([C:33]=3[C:34]3[CH2:35][CH2:36][NH:37][CH2:38][CH:39]=3)=[CH:31][CH:30]=[CH:29][CH:28]=4)[CH3:23])[N:19]=[C:20]([I:21])[C:13]=12.CN(C(ON1N=NC2C=CC=NC1=2)=[N+](C)C)C.F[P-](F)(F)(F)(F)F.Cl.[CH3:66][N:67]([CH3:74])[CH2:68][CH2:69][CH2:70][C:71](O)=[O:72].C(=O)(O)[O-].[Na+]. (4) Given the product [C:22]([C:32]([NH:34][C@H:35]([C:39]([NH:42][C@H:43]([C:48]([OH:50])=[O:49])[CH2:44][C:45]([OH:47])=[O:46])=[O:41])[CH:36]([CH3:37])[CH3:38])=[O:33])([O:24][CH2:25][C:26]1[CH:27]=[CH:28][CH:29]=[CH:30][CH:31]=1)=[O:23], predict the reactants needed to synthesize it. The reactants are: C1C=CC2N(O)N=NC=2C=1.CCN=C=NCCCN(C)C.[C:22]([C:32]([NH:34][C@H:35]([C:39]([OH:41])=O)[CH:36]([CH3:38])[CH3:37])=[O:33])([O:24][CH2:25][C:26]1[CH:31]=[CH:30][CH:29]=[CH:28][CH:27]=1)=[O:23].[NH2:42][C@H:43]([C:48]([OH:50])=[O:49])[CH2:44][C:45]([OH:47])=[O:46].CN1CCOCC1. (5) Given the product [Cl:1][C:2]1[CH:3]=[C:4]([C:9]2([OH:14])[CH2:13][CH2:12][N:11]([CH2:22][CH2:23][CH3:24])[CH2:10]2)[CH:5]=[CH:6][C:7]=1[F:8], predict the reactants needed to synthesize it. The reactants are: [Cl:1][C:2]1[CH:3]=[C:4]([C:9]2([OH:14])[CH2:13][CH2:12][NH:11][CH2:10]2)[CH:5]=[CH:6][C:7]=1[F:8].C(=O)([O-])[O-].[K+].[K+].I[CH2:22][CH2:23][CH3:24]. (6) The reactants are: [F:1][C:2]1[CH:3]=[CH:4][C:5]([CH3:11])=[C:6]([CH:10]=1)[C:7]([OH:9])=O.[F:12][C:13]1([F:31])[CH2:18][CH2:17][C:16]([CH2:29][NH2:30])([C:19]2[CH:20]=[N:21][C:22]([C:25]([F:28])([F:27])[F:26])=[CH:23][CH:24]=2)[CH2:15][CH2:14]1. Given the product [F:31][C:13]1([F:12])[CH2:14][CH2:15][C:16]([CH2:29][NH:30][C:7](=[O:9])[C:6]2[CH:10]=[C:2]([F:1])[CH:3]=[CH:4][C:5]=2[CH3:11])([C:19]2[CH:20]=[N:21][C:22]([C:25]([F:26])([F:27])[F:28])=[CH:23][CH:24]=2)[CH2:17][CH2:18]1, predict the reactants needed to synthesize it. (7) Given the product [F:1][CH:2]([F:38])[C:3]1[CH:7]=[C:6]([CH:8]([F:10])[F:9])[N:5]([CH2:11][C:12]([N:14]2[CH2:19][CH2:18][CH:17]([C:20]3[S:21][CH:22]=[C:23]([C:25]4[CH2:29][CH:28]([C:30]5[CH:35]=[CH:34][CH:33]=[CH:32][C:31]=5[CH2:36][Cl:41])[O:27][N:26]=4)[N:24]=3)[CH2:16][CH2:15]2)=[O:13])[N:4]=1, predict the reactants needed to synthesize it. The reactants are: [F:1][CH:2]([F:38])[C:3]1[CH:7]=[C:6]([CH:8]([F:10])[F:9])[N:5]([CH2:11][C:12]([N:14]2[CH2:19][CH2:18][CH:17]([C:20]3[S:21][CH:22]=[C:23]([C:25]4[CH2:29][CH:28]([C:30]5[CH:35]=[CH:34][CH:33]=[CH:32][C:31]=5[CH2:36]O)[O:27][N:26]=4)[N:24]=3)[CH2:16][CH2:15]2)=[O:13])[N:4]=1.S(Cl)([Cl:41])=O. (8) The reactants are: [Br:1][C:2]1[CH:9]=[C:8]([Br:10])[CH:7]=[C:4]([CH:5]=[O:6])[C:3]=1[OH:11].[CH3:12]N(C)C=O.C(=O)([O-])[O-].[K+].[K+].CI. Given the product [Br:1][C:2]1[C:3]([O:11][CH3:12])=[C:4]([CH:7]=[C:8]([Br:10])[CH:9]=1)[CH:5]=[O:6], predict the reactants needed to synthesize it. (9) Given the product [NH2:25][CH2:24][C@H:23]([C:20]1[CH:19]=[CH:18][C:17]([C:4]2[C:5]3[C:6]4[CH:16]=[CH:15][S:14][C:7]=4[C:8](=[O:13])[NH:9][C:10]=3[CH:11]=[CH:12][C:3]=2[OH:2])=[CH:22][CH:21]=1)[CH3:33], predict the reactants needed to synthesize it. The reactants are: C[O:2][C:3]1[CH:12]=[CH:11][C:10]2[NH:9][C:8](=[O:13])[C:7]3[S:14][CH:15]=[CH:16][C:6]=3[C:5]=2[C:4]=1[C:17]1[CH:22]=[CH:21][C:20]([C@H:23]([CH3:33])[CH2:24][NH:25]C(=O)OC(C)(C)C)=[CH:19][CH:18]=1.BrB(Br)Br.